From a dataset of Reaction yield outcomes from USPTO patents with 853,638 reactions. Predict the reaction yield, written as a fraction of the theoretical maximum amount of product (1.0 means a 100% yield; for example, 0.34 means a 34% yield). The reactants are [NH2:1][C:2]1[C:7]([CH:8]=[CH2:9])=[C:6]([C:10]([O:12][CH3:13])=[O:11])[N:5]=[C:4]([C:14]2[CH:19]=[CH:18][C:17](Cl)=[C:16]([N:21]([CH3:23])[CH3:22])[C:15]=2[F:24])[N:3]=1.[CH:25](B1OC(C)(C)C(C)(C)O1)=[CH2:26].F[B-](F)(F)F.C1(P(C2CCCCC2)C2CCCCC2)CCCCC1.P([O-])([O-])([O-])=O.[K+].[K+].[K+]. The catalyst is C([O-])(=O)C.[Pd+2].C([O-])(=O)C.O.C1(C)C=CC=CC=1. The product is [NH2:1][C:2]1[C:7]([CH:8]=[CH2:9])=[C:6]([C:10]([O:12][CH3:13])=[O:11])[N:5]=[C:4]([C:14]2[CH:19]=[CH:18][C:17]([CH:25]=[CH2:26])=[C:16]([N:21]([CH3:23])[CH3:22])[C:15]=2[F:24])[N:3]=1. The yield is 0.490.